From a dataset of Full USPTO retrosynthesis dataset with 1.9M reactions from patents (1976-2016). Predict the reactants needed to synthesize the given product. (1) Given the product [CH3:21][N:20]([CH3:22])[CH2:19][CH2:18][CH:13]([C:11]1[N:12]=[C:8]([C:5]2[CH:4]=[CH:3][C:2]([F:1])=[CH:7][CH:6]=2)[O:9][CH:10]=1)[C:14]#[N:15], predict the reactants needed to synthesize it. The reactants are: [F:1][C:2]1[CH:7]=[CH:6][C:5]([C:8]2[O:9][CH:10]=[C:11]([CH2:13][C:14]#[N:15])[N:12]=2)=[CH:4][CH:3]=1.Cl.Cl[CH2:18][CH2:19][N:20]([CH3:22])[CH3:21]. (2) Given the product [F:38][C:36]1[CH:37]=[C:32]([CH2:31][N:1]2[C:9]3[C:4](=[CH:5][CH:6]=[CH:7][CH:8]=3)[C@@:3]3([C:21]4[C:12](=[CH:13][C:14]5[O:19][CH2:18][CH2:17][O:16][C:15]=5[CH:20]=4)[O:11][CH2:10]3)[C:2]2=[O:22])[CH:33]=[N:34][CH:35]=1, predict the reactants needed to synthesize it. The reactants are: [NH:1]1[C:9]2[C:4](=[CH:5][CH:6]=[CH:7][CH:8]=2)[C@@:3]2([C:21]3[C:12](=[CH:13][C:14]4[O:19][CH2:18][CH2:17][O:16][C:15]=4[CH:20]=3)[O:11][CH2:10]2)[C:2]1=[O:22].C(=O)([O-])[O-].[Cs+].[Cs+].Cl.Cl[CH2:31][C:32]1[CH:33]=[N:34][CH:35]=[C:36]([F:38])[CH:37]=1.[I-].[K+]. (3) Given the product [C:1]([O:5][C:6]([N:8]1[CH:13]([CH2:14][CH3:15])[CH2:12][CH:11]([N:16]([CH2:27][C:28]2[CH:33]=[C:32]([C:34]([F:36])([F:37])[F:35])[CH:31]=[C:30]([Cl:38])[CH:29]=2)[C:17]2[O:18][CH:19]=[C:20]([CH2:22][OH:23])[N:21]=2)[CH2:10][CH:9]1[CH2:39][C:40]1[CH:41]=[CH:42][CH:43]=[CH:44][CH:45]=1)=[O:7])([CH3:2])([CH3:3])[CH3:4], predict the reactants needed to synthesize it. The reactants are: [C:1]([O:5][C:6]([N:8]1[CH:13]([CH2:14][CH3:15])[CH2:12][CH:11]([N:16]([CH2:27][C:28]2[CH:33]=[C:32]([C:34]([F:37])([F:36])[F:35])[CH:31]=[C:30]([Cl:38])[CH:29]=2)[C:17]2[O:18][CH:19]=[C:20]([C:22](OCC)=[O:23])[N:21]=2)[CH2:10][CH:9]1[CH2:39][C:40]1[CH:45]=[CH:44][CH:43]=[CH:42][CH:41]=1)=[O:7])([CH3:4])([CH3:3])[CH3:2].[BH4-].[Li+].CCOC(C)=O.Cl. (4) Given the product [CH3:1][O:2][C:3]1[CH:44]=[C:43]([O:45][CH3:46])[CH:42]=[CH:41][C:4]=1[CH2:5][N:6]([CH2:7][C:8]1[CH:13]=[CH:12][N:11]=[C:10]2[N:14]([S:31]([C:34]3[CH:35]=[CH:36][C:37]([CH3:40])=[CH:38][CH:39]=3)(=[O:33])=[O:32])[C:15]([C:17]3[C:25]4[C:20](=[CH:21][C:22]([O:28][CH3:29])=[C:23]([O:26][CH3:27])[CH:24]=4)[N:19]([CH3:30])[CH:18]=3)=[CH:16][C:9]=12)[S:53]([C:47]1[CH:52]=[CH:51][CH:50]=[CH:49][CH:48]=1)(=[O:55])=[O:54], predict the reactants needed to synthesize it. The reactants are: [CH3:1][O:2][C:3]1[CH:44]=[C:43]([O:45][CH3:46])[CH:42]=[CH:41][C:4]=1[CH2:5][NH:6][CH2:7][C:8]1[CH:13]=[CH:12][N:11]=[C:10]2[N:14]([S:31]([C:34]3[CH:39]=[CH:38][C:37]([CH3:40])=[CH:36][CH:35]=3)(=[O:33])=[O:32])[C:15]([C:17]3[C:25]4[C:20](=[CH:21][C:22]([O:28][CH3:29])=[C:23]([O:26][CH3:27])[CH:24]=4)[N:19]([CH3:30])[CH:18]=3)=[CH:16][C:9]=12.[C:47]1([S:53](Cl)(=[O:55])=[O:54])[CH:52]=[CH:51][CH:50]=[CH:49][CH:48]=1.